Dataset: Reaction yield outcomes from USPTO patents with 853,638 reactions. Task: Predict the reaction yield, written as a fraction of the theoretical maximum amount of product (1.0 means a 100% yield; for example, 0.34 means a 34% yield). (1) The reactants are [CH2:1]([O:8][CH:9]1[CH:13]([OH:14])[CH2:12][N:11]([C:15]([O:17][C:18]([CH3:21])([CH3:20])[CH3:19])=[O:16])[CH2:10]1)[C:2]1[CH:7]=[CH:6][CH:5]=[CH:4][CH:3]=1.CC(OI1(OC(C)=O)(OC(C)=O)OC(=O)C2C1=CC=CC=2)=O.S(=O)(O)[O-].[Na+]. The catalyst is ClCCl. The product is [CH2:1]([O:8][CH:9]1[C:13](=[O:14])[CH2:12][N:11]([C:15]([O:17][C:18]([CH3:21])([CH3:20])[CH3:19])=[O:16])[CH2:10]1)[C:2]1[CH:3]=[CH:4][CH:5]=[CH:6][CH:7]=1. The yield is 0.880. (2) The reactants are Cl[C:2]1[CH:11]=[C:10]([C:12]#[N:13])[C:5]([C:6]([O:8][CH3:9])=[O:7])=[C:4]([NH:14][C:15]2[CH:16]=[C:17]([CH3:21])[CH:18]=[CH:19][CH:20]=2)[N:3]=1.[NH2:22][C@@H:23]1[CH2:28][CH2:27][CH2:26][CH2:25][C@@H:24]1[NH:29][C:30](=[O:36])[O:31][C:32]([CH3:35])([CH3:34])[CH3:33].CCN(CC)CC.O. The catalyst is CCOC(C)=O. The product is [C:32]([O:31][C:30]([NH:29][C@H:24]1[CH2:25][CH2:26][CH2:27][CH2:28][C@H:23]1[NH:22][C:2]1[CH:11]=[C:10]([C:12]#[N:13])[C:5]([C:6]([O:8][CH3:9])=[O:7])=[C:4]([NH:14][C:15]2[CH:16]=[C:17]([CH3:21])[CH:18]=[CH:19][CH:20]=2)[N:3]=1)=[O:36])([CH3:35])([CH3:33])[CH3:34]. The yield is 0.790. (3) The reactants are I[C:2]1[CH:3]=[C:4]([O:11][CH3:12])[CH:5]=[CH:6][C:7]=1[N+:8]([O-:10])=[O:9].C1([Mg]Cl)C=CC=CC=1.[CH3:21][C:22]([CH3:26])([CH3:25])[CH:23]=[O:24]. The catalyst is C1COCC1. The product is [CH3:12][O:11][C:4]1[CH:5]=[CH:6][C:7]([N+:8]([O-:10])=[O:9])=[C:2]([CH:23]([OH:24])[C:22]([CH3:26])([CH3:25])[CH3:21])[CH:3]=1. The yield is 0.880. (4) The reactants are [Cl:1][C:2]1[CH:3]=[C:4]([C:9]([N:11]2[C:19]3[C:14](=[CH:15][CH:16]=[CH:17][CH:18]=3)[CH2:13][CH2:12]2)=[O:10])[CH:5]=[CH:6][C:7]=1[Cl:8].N1C2C(=CC=CC=2)CC1[C:29]([O:31][CH3:32])=[O:30].ClC1C=C(C=CC=1Cl)C(Cl)=O. No catalyst specified. The product is [Cl:1][C:2]1[CH:3]=[C:4]([CH:5]=[CH:6][C:7]=1[Cl:8])[C:9]([N:11]1[C:19]2[C:14](=[CH:15][CH:16]=[CH:17][CH:18]=2)[CH2:13][CH:12]1[C:29]([O:31][CH3:32])=[O:30])=[O:10]. The yield is 0.830. (5) The reactants are [CH:1]1([NH2:6])[CH2:5][CH2:4][CH2:3][CH2:2]1.[F:7][C:8]1[CH:13]=[CH:12][C:11]([C:14]2[C:18]([C:19]3[N:20]=[CH:21][N:22]([C:24]4[CH:32]=[CH:31][C:27]([C:28](O)=[O:29])=[CH:26][CH:25]=4)[CH:23]=3)=[C:17]([CH3:33])[O:16][N:15]=2)=[CH:10][CH:9]=1. No catalyst specified. The product is [CH:1]1([NH:6][C:28](=[O:29])[C:27]2[CH:31]=[CH:32][C:24]([N:22]3[CH:23]=[C:19]([C:18]4[C:14]([C:11]5[CH:12]=[CH:13][C:8]([F:7])=[CH:9][CH:10]=5)=[N:15][O:16][C:17]=4[CH3:33])[N:20]=[CH:21]3)=[CH:25][CH:26]=2)[CH2:5][CH2:4][CH2:3][CH2:2]1. The yield is 0.760. (6) The reactants are C([CH:8]([CH:10]1[CH2:14][C:13]2[CH:15]=[CH:16][CH:17]=[C:18]([C:19]3[CH:24]=[CH:23][C:22](Cl)=[CH:21][C:20]=3[CH3:26])[C:12]=2[O:11]1)[NH2:9])C1C=CC=CC=1.C(N(C(C)C)CC)(C)C.[Cl:36]C(OCC1C=CC=CC=1)=O.[CH2:47]([O:54][C:55](=[O:72])NCC1CC2C=CC=C(C3CCCC3)C=2O1)[C:48]1[CH:53]=[CH:52][CH:51]=[CH:50][CH:49]=1. No catalyst specified. The product is [Cl:36][C:23]1[CH:22]=[CH:21][C:20]([CH3:26])=[C:19]([C:18]2[C:12]3[O:11][CH:10]([CH2:8][NH:9][C:55](=[O:72])[O:54][CH2:47][C:48]4[CH:53]=[CH:52][CH:51]=[CH:50][CH:49]=4)[CH2:14][C:13]=3[CH:15]=[CH:16][CH:17]=2)[CH:24]=1. The yield is 0.890. (7) The reactants are [O:1]=[C:2]1[C:11]2[C:6](=[CH:7][CH:8]=[CH:9][CH:10]=2)[C:5]2[CH2:12][C:13]3[CH:14]=[C:15]([N+:19]([O-])=O)[CH:16]=[CH:17][C:18]=3[C:4]=2[NH:3]1.C([O-])=O.[NH4+]. The catalyst is CN(C=O)C.[Pd]. The product is [O:1]=[C:2]1[C:11]2[C:6](=[CH:7][CH:8]=[CH:9][CH:10]=2)[C:5]2[CH2:12][C:13]3[CH:14]=[C:15]([NH2:19])[CH:16]=[CH:17][C:18]=3[C:4]=2[NH:3]1. The yield is 0.680. (8) The reactants are F[C:2]1[N:7]2[CH:8]=[C:9]([CH2:11][N:12]3[C@H:25]4[C@H:16]([CH2:17][CH2:18][C:19]5[C:24]4=[N:23][CH:22]=[CH:21][CH:20]=5)[CH2:15][CH2:14][CH2:13]3)[N:10]=[C:6]2[CH:5]=[CH:4][CH:3]=1.[CH3:26][NH:27][CH:28]1[CH2:33][CH2:32][N:31]([CH3:34])[CH2:30][CH2:29]1. The catalyst is CS(C)=O. The product is [N:12]1([CH2:11][C:9]2[N:10]=[C:6]3[CH:5]=[CH:4][CH:3]=[C:2]([N:27]([CH3:26])[CH:28]4[CH2:33][CH2:32][N:31]([CH3:34])[CH2:30][CH2:29]4)[N:7]3[CH:8]=2)[C@H:25]2[C@H:16]([CH2:17][CH2:18][C:19]3[C:24]2=[N:23][CH:22]=[CH:21][CH:20]=3)[CH2:15][CH2:14][CH2:13]1. The yield is 0.250. (9) The reactants are [NH2:1][CH:2]([CH2:8][CH:9]=[C:10]1[CH2:15][CH2:14][O:13][CH2:12][CH2:11]1)[C:3]([O:5][CH2:6][CH3:7])=[O:4].CCN(C(C)C)C(C)C.[N+:25]([C:28]1[CH:33]=[CH:32][C:31]([S:34](Cl)(=[O:36])=[O:35])=[CH:30][CH:29]=1)([O-:27])=[O:26]. The catalyst is ClCCl. The product is [N+:25]([C:28]1[CH:29]=[CH:30][C:31]([S:34]([NH:1][CH:2]([CH2:8][CH:9]=[C:10]2[CH2:11][CH2:12][O:13][CH2:14][CH2:15]2)[C:3]([O:5][CH2:6][CH3:7])=[O:4])(=[O:36])=[O:35])=[CH:32][CH:33]=1)([O-:27])=[O:26]. The yield is 1.00. (10) The reactants are [CH2:1]([O:5][C:6]1[CH:10]=[C:9](/[CH:11]=[CH:12]/[C:13]([O:15]CC)=[O:14])[N:8]([CH2:18][C:19]2[CH:24]=[CH:23][C:22]([C:25]([F:28])([F:27])[F:26])=[CH:21][C:20]=2[Cl:29])[N:7]=1)[CH2:2][CH2:3][CH3:4].[OH-].[Na+].O1CCCC1. The catalyst is C(O)C. The product is [CH2:1]([O:5][C:6]1[CH:10]=[C:9](/[CH:11]=[CH:12]/[C:13]([OH:15])=[O:14])[N:8]([CH2:18][C:19]2[CH:24]=[CH:23][C:22]([C:25]([F:28])([F:27])[F:26])=[CH:21][C:20]=2[Cl:29])[N:7]=1)[CH2:2][CH2:3][CH3:4]. The yield is 0.420.